The task is: Predict the product of the given reaction.. This data is from Forward reaction prediction with 1.9M reactions from USPTO patents (1976-2016). (1) Given the reactants [F:1][C:2]1[CH:13]=[CH:12][C:11]([N+:14]([O-])=O)=[CH:10][C:3]=1[CH2:4][N:5]1[CH2:9][CH2:8][CH2:7][CH2:6]1, predict the reaction product. The product is: [F:1][C:2]1[CH:13]=[CH:12][C:11]([NH2:14])=[CH:10][C:3]=1[CH2:4][N:5]1[CH2:6][CH2:7][CH2:8][CH2:9]1. (2) Given the reactants [Cl:1][C:2]1[CH:7]=[CH:6][CH:5]=[CH:4][C:3]=1[C:8]1[C:33](=[O:34])[N:32]([CH3:35])[C:11]2[N:12]=[C:13]([NH:16][C:17]3[CH:18]=[C:19]([CH:29]=[CH:30][CH:31]=3)[CH2:20][NH:21]C(=O)OC(C)(C)C)[N:14]=[CH:15][C:10]=2[CH:9]=1.C(O)(C(F)(F)F)=O, predict the reaction product. The product is: [NH2:21][CH2:20][C:19]1[CH:18]=[C:17]([NH:16][C:13]2[N:14]=[CH:15][C:10]3[CH:9]=[C:8]([C:3]4[CH:4]=[CH:5][CH:6]=[CH:7][C:2]=4[Cl:1])[C:33](=[O:34])[N:32]([CH3:35])[C:11]=3[N:12]=2)[CH:31]=[CH:30][CH:29]=1. (3) Given the reactants [OH:1][C:2]1[CH:11]=[C:10]2[C:5]([C:6]([O:12][C:13]3[CH:14]=[C:15]4[C:19](=[CH:20][CH:21]=3)[NH:18][CH:17]=[CH:16]4)=[N:7][CH:8]=[N:9]2)=[CH:4][C:3]=1[O:22][CH3:23].O[CH2:25][CH2:26][CH:27]1[CH2:32][CH2:31][CH2:30][CH2:29][NH:28]1, predict the reaction product. The product is: [NH:18]1[C:19]2[C:15](=[CH:14][C:13]([O:12][C:6]3[C:5]4[C:10](=[CH:11][C:2]([O:1][CH2:25][CH2:26][CH:27]5[CH2:32][CH2:31][CH2:30][CH2:29][NH:28]5)=[C:3]([O:22][CH3:23])[CH:4]=4)[N:9]=[CH:8][N:7]=3)=[CH:21][CH:20]=2)[CH:16]=[CH:17]1. (4) Given the reactants [C:1]([C:5]1[CH:6]=[C:7]([CH:10]=[CH:11][C:12]=1[F:13])[CH2:8]Br)([CH3:4])([CH3:3])[CH3:2].[I-:14].[Na+].O, predict the reaction product. The product is: [C:1]([C:5]1[CH:6]=[C:7]([CH:10]=[CH:11][C:12]=1[F:13])[CH2:8][I:14])([CH3:4])([CH3:3])[CH3:2].